This data is from Reaction yield outcomes from USPTO patents with 853,638 reactions. The task is: Predict the reaction yield, written as a fraction of the theoretical maximum amount of product (1.0 means a 100% yield; for example, 0.34 means a 34% yield). (1) The yield is 1.00. The product is [OH:1][CH2:2][C:3]([CH3:9])([CH3:8])[C:4]([NH:14][CH2:13][CH2:12][O:11][CH3:10])=[O:6]. No catalyst specified. The reactants are [OH:1][CH2:2][C:3]([CH3:9])([CH3:8])[C:4]([O:6]C)=O.[CH3:10][O:11][CH2:12][CH2:13][NH2:14]. (2) The yield is 0.310. No catalyst specified. The product is [CH2:15]([O:17][C:18]([CH:20]1[CH2:21][N:22]([C:26]([CH:28]2[CH2:33][CH2:32][N:31]([C:34]3[CH:35]=[CH:36][N:37]=[CH:38][CH:39]=3)[CH2:30][CH2:29]2)=[O:27])[CH2:23][CH2:24][N:25]1[S:11]([C:2]1[CH:3]=[CH:4][C:5]2[C:10](=[CH:9][CH:8]=[CH:7][CH:6]=2)[CH:1]=1)(=[O:13])=[O:12])=[O:19])[CH3:16]. The reactants are [CH:1]1[C:10]2[C:5](=[CH:6][CH:7]=[CH:8][CH:9]=2)[CH:4]=[CH:3][C:2]=1[S:11](Cl)(=[O:13])=[O:12].[CH2:15]([O:17][C:18]([CH:20]1[NH:25][CH2:24][CH2:23][N:22]([C:26]([CH:28]2[CH2:33][CH2:32][N:31]([C:34]3[CH:39]=[CH:38][N:37]=[CH:36][CH:35]=3)[CH2:30][CH2:29]2)=[O:27])[CH2:21]1)=[O:19])[CH3:16].